Dataset: Full USPTO retrosynthesis dataset with 1.9M reactions from patents (1976-2016). Task: Predict the reactants needed to synthesize the given product. (1) The reactants are: [Br:1][C:2]1[CH:10]=[C:9]2[C:5]([C:6]([C:11]#[N:12])=[CH:7][NH:8]2)=[CH:4][C:3]=1[F:13].C(=O)([O-])[O-].[Cs+].[Cs+].[CH:20]1(Br)[CH2:23][CH2:22][CH2:21]1. Given the product [Br:1][C:2]1[CH:10]=[C:9]2[C:5]([C:6]([C:11]#[N:12])=[CH:7][N:8]2[CH:20]2[CH2:23][CH2:22][CH2:21]2)=[CH:4][C:3]=1[F:13], predict the reactants needed to synthesize it. (2) Given the product [F:1][C:2]1[CH:3]=[CH:4][CH:5]=[C:6]2[C:11]=1[CH:10]=[CH:9][C:8]([O:12][CH3:13])=[C:7]2[CH:14]=[O:15], predict the reactants needed to synthesize it. The reactants are: [F:1][C:2]1[C:11]2[C:6](=[CH:7][C:8]([O:12][CH3:13])=[CH:9][CH:10]=2)[CH:5]=[CH:4][CH:3]=1.[CH3:14][O:15]C(Cl)Cl.Cl.